Predict the product of the given reaction. From a dataset of Forward reaction prediction with 1.9M reactions from USPTO patents (1976-2016). (1) Given the reactants [Cl:1][C:2]1[CH:7]=[CH:6][C:5]([C:8]([NH2:20])([C:10]([C:13]2[CH:18]=[CH:17][C:16]([Cl:19])=[CH:15][CH:14]=2)([NH2:12])[CH3:11])[CH3:9])=[CH:4][CH:3]=1.C(N(CC)CC)C.[C:28]([C:32]1[CH:40]=[CH:39][C:35]([C:36](Cl)=[O:37])=[C:34]([O:41][CH2:42][CH3:43])[CH:33]=1)([CH3:31])([CH3:30])[CH3:29].C(C1C=CC(C(O)=O)=C(OCC)C=1)(C)(C)C.C(Cl)(=O)C(Cl)=O, predict the reaction product. The product is: [NH2:12][C:10]([C:13]1[CH:14]=[CH:15][C:16]([Cl:19])=[CH:17][CH:18]=1)([CH3:11])[C:8]([NH:20][C:36](=[O:37])[C:35]1[CH:39]=[CH:40][C:32]([C:28]([CH3:29])([CH3:30])[CH3:31])=[CH:33][C:34]=1[O:41][CH2:42][CH3:43])([C:5]1[CH:4]=[CH:3][C:2]([Cl:1])=[CH:7][CH:6]=1)[CH3:9]. (2) Given the reactants ClC1C=CC=CC=1.CO[CH:10](OC)[CH2:11][S:12][C:13]1[CH:18]=[CH:17][CH:16]=[CH:15][C:14]=1[F:19], predict the reaction product. The product is: [F:19][C:14]1[C:13]2[S:12][CH:11]=[CH:10][C:18]=2[CH:17]=[CH:16][CH:15]=1. (3) The product is: [CH3:14][NH:13][C:11](=[O:12])[C:10]1[CH:15]=[CH:16][CH:17]=[CH:18][C:9]=1[NH:8][C:6]1[C:5]([CH3:19])=[CH:4][N:3]=[C:2]([NH:20][C:21]2[CH:22]=[C:23]3[C:27](=[CH:28][CH:29]=2)[NH:26][C:25](=[O:30])[CH2:24]3)[CH:7]=1. Given the reactants F[C:2]1[CH:7]=[C:6]([NH:8][C:9]2[CH:18]=[CH:17][CH:16]=[CH:15][C:10]=2[C:11]([NH:13][CH3:14])=[O:12])[C:5]([CH3:19])=[CH:4][N:3]=1.[NH2:20][C:21]1[CH:22]=[C:23]2[C:27](=[CH:28][CH:29]=1)[NH:26][C:25](=[O:30])[CH2:24]2, predict the reaction product.